Dataset: Forward reaction prediction with 1.9M reactions from USPTO patents (1976-2016). Task: Predict the product of the given reaction. (1) Given the reactants C([O:8][CH:9]([C:38]1[CH:43]=[CH:42][C:41]([F:44])=[CH:40][CH:39]=1)[CH2:10][CH2:11][CH:12]1[CH:15]([C:16]2[CH:21]=[CH:20][C:19]([O:22]CC3C=CC=CC=3)=[CH:18][CH:17]=2)[N:14]([C:30]2[CH:35]=[CH:34][C:33]([F:36])=[CH:32][CH:31]=2)[C:13]1=[O:37])C1C=CC=CC=1, predict the reaction product. The product is: [F:36][C:33]1[CH:32]=[CH:31][C:30]([N:14]2[CH:15]([C:16]3[CH:17]=[CH:18][C:19]([OH:22])=[CH:20][CH:21]=3)[CH:12]([CH2:11][CH2:10][CH:9]([C:38]3[CH:39]=[CH:40][C:41]([F:44])=[CH:42][CH:43]=3)[OH:8])[C:13]2=[O:37])=[CH:35][CH:34]=1. (2) Given the reactants [F:1][C:2]1[CH:23]=[CH:22][C:5]([O:6][CH2:7][C:8]2[N:9]=[C:10]3[S:17][C:16]([CH3:18])=[C:15]([C:19](O)=[O:20])[N:11]3[C:12](=[O:14])[CH:13]=2)=[CH:4][CH:3]=1.Cl.[NH2:25][CH2:26][C:27]#[N:28].C(N(CC)CC)C.Cl.CN(C)CCCN=C=NCC, predict the reaction product. The product is: [C:26]([CH2:27][NH:28][C:19]([C:15]1[N:11]2[C:12](=[O:14])[CH:13]=[C:8]([CH2:7][O:6][C:5]3[CH:22]=[CH:23][C:2]([F:1])=[CH:3][CH:4]=3)[N:9]=[C:10]2[S:17][C:16]=1[CH3:18])=[O:20])#[N:25].